Dataset: Forward reaction prediction with 1.9M reactions from USPTO patents (1976-2016). Task: Predict the product of the given reaction. (1) Given the reactants [NH2:1][C:2]1[N:3](C(OCC2C=CC=CC=2)=O)[CH:4]=[C:5]([CH3:7])[N:6]=1.[C:18]([O:22][C:23]([NH:25][C@@H:26]([CH2:32][C:33]1[CH:38]=[CH:37][CH:36]=[CH:35][CH:34]=1)[C@@H:27]([OH:31])[C:28]([OH:30])=O)=[O:24])([CH3:21])([CH3:20])[CH3:19].C1C=CC2N(O)N=NC=2C=1.O.CCN=C=NCCCN(C)C.Cl.C([O-])=O.[NH4+], predict the reaction product. The product is: [CH2:32]([C@H:26]([NH:25][C:23](=[O:24])[O:22][C:18]([CH3:19])([CH3:20])[CH3:21])[C@@H:27]([OH:31])[C:28]([NH:1][C:2]1[NH:6][C:5]([CH3:7])=[CH:4][N:3]=1)=[O:30])[C:33]1[CH:38]=[CH:37][CH:36]=[CH:35][CH:34]=1. (2) Given the reactants Br[C:2]1[S:6][N:5]=[C:4]([C:7]([N:9]2[C@@H:18]3[C@@H:13]([CH2:14][CH2:15][CH2:16][CH2:17]3)[CH2:12][CH2:11][CH2:10]2)=[O:8])[CH:3]=1.CC1(C)C(C)(C)OB([C:27]2[CH2:28][CH2:29][O:30][CH2:31][CH:32]=2)O1.C(=O)([O-])[O-].[Cs+].[Cs+], predict the reaction product. The product is: [O:30]1[CH2:29][CH:28]=[C:27]([C:2]2[S:6][N:5]=[C:4]([C:7]([N:9]3[C@@H:18]4[C@@H:13]([CH2:14][CH2:15][CH2:16][CH2:17]4)[CH2:12][CH2:11][CH2:10]3)=[O:8])[CH:3]=2)[CH2:32][CH2:31]1. (3) The product is: [CH3:15][O:16][C:17]1[CH:22]=[CH:21][CH:20]=[CH:19][C:18]=1[C:2]1[CH:11]=[CH:10][C:5]([C:6]([O:8][CH3:9])=[O:7])=[C:4]([N+:12]([O-:14])=[O:13])[CH:3]=1. Given the reactants Cl[C:2]1[CH:11]=[CH:10][C:5]([C:6]([O:8][CH3:9])=[O:7])=[C:4]([N+:12]([O-:14])=[O:13])[CH:3]=1.[CH3:15][O:16][C:17]1[CH:22]=[CH:21][CH:20]=[CH:19][C:18]=1B(O)O.[F-].[Cs+].O, predict the reaction product. (4) Given the reactants [N+:1]([O-])([O:3]C(=O)C)=[O:2].[O:8]1[C:12]2[CH:13]=[CH:14][CH:15]=[CH:16][C:11]=2[N:10]=[C:9]1[S:17][CH2:18][CH2:19][N:20]1[CH2:25][CH2:24][N:23]([CH2:26][C:27]([NH:29][C:30]2[C:35]([CH:36]([CH3:38])[CH3:37])=[CH:34][CH:33]=[C:32]([OH:39])[C:31]=2[CH:40]([CH3:42])[CH3:41])=[O:28])[CH2:22][CH2:21]1.C(=O)(O)[O-].[Na+], predict the reaction product. The product is: [O:8]1[C:12]2[CH:13]=[CH:14][CH:15]=[CH:16][C:11]=2[N:10]=[C:9]1[S:17][CH2:18][CH2:19][N:20]1[CH2:25][CH2:24][N:23]([CH2:26][C:27]([NH:29][C:30]2[C:35]([CH:36]([CH3:37])[CH3:38])=[CH:34][C:33]([N+:1]([O-:3])=[O:2])=[C:32]([OH:39])[C:31]=2[CH:40]([CH3:42])[CH3:41])=[O:28])[CH2:22][CH2:21]1. (5) Given the reactants [N+:1]([C:4]1[CH:5]=[CH:6][C:7]([NH:10][CH2:11][CH2:12][C:13]2[CH:18]=[CH:17][CH:16]=[CH:15][N:14]=2)=[N:8][CH:9]=1)([O-])=O.[H][H], predict the reaction product. The product is: [N:14]1[CH:15]=[CH:16][CH:17]=[CH:18][C:13]=1[CH2:12][CH2:11][NH:10][C:7]1[CH:6]=[CH:5][C:4]([NH2:1])=[CH:9][N:8]=1.